Dataset: Peptide-MHC class II binding affinity with 134,281 pairs from IEDB. Task: Regression. Given a peptide amino acid sequence and an MHC pseudo amino acid sequence, predict their binding affinity value. This is MHC class II binding data. The peptide sequence is AAATAGTTVYGASAA. The MHC is HLA-DQA10401-DQB10402 with pseudo-sequence HLA-DQA10401-DQB10402. The binding affinity (normalized) is 0.437.